This data is from Catalyst prediction with 721,799 reactions and 888 catalyst types from USPTO. The task is: Predict which catalyst facilitates the given reaction. (1) The catalyst class is: 1. Reactant: [NH2:1][C:2]1[S:3][C:4]2[CH:10]=[CH:9][CH:8]=[C:7]([O:11][CH3:12])[C:5]=2[N:6]=1.[CH2:13]([N:20]=[C:21]=[O:22])[C:14]1[CH:19]=[CH:18][CH:17]=[CH:16][CH:15]=1. Product: [CH2:13]([NH:20][C:21]([NH:1][C:2]1[S:3][C:4]2[CH:10]=[CH:9][CH:8]=[C:7]([O:11][CH3:12])[C:5]=2[N:6]=1)=[O:22])[C:14]1[CH:19]=[CH:18][CH:17]=[CH:16][CH:15]=1. (2) Reactant: [N+:1]([C:4]1[CH:9]=[CH:8][C:7](/[CH:10]=[CH:11]/[CH2:12][N:13]2[CH2:18][CH2:17][O:16][CH2:15][CH2:14]2)=[CH:6][CH:5]=1)([O-])=O.O.O.[Sn](Cl)Cl.C(OCC)(=O)C.C(=O)([O-])O.[Na+]. Product: [N:13]1([CH2:12]/[CH:11]=[CH:10]/[C:7]2[CH:8]=[CH:9][C:4]([NH2:1])=[CH:5][CH:6]=2)[CH2:18][CH2:17][O:16][CH2:15][CH2:14]1. The catalyst class is: 8.